Task: Predict the reaction yield, written as a fraction of the theoretical maximum amount of product (1.0 means a 100% yield; for example, 0.34 means a 34% yield).. Dataset: Reaction yield outcomes from USPTO patents with 853,638 reactions (1) The reactants are [F:1][C:2]([F:18])([F:17])[S:3][C:4]1[CH:9]=[CH:8][C:7]([C:10]2[CH:15]=[CH:14][C:13]([NH2:16])=[CH:12][CH:11]=2)=[CH:6][CH:5]=1.ClC1C=C(C=CC=1)C(OO)=[O:24]. The catalyst is ClCCl. The product is [F:18][C:2]([F:17])([F:1])[S:3]([C:4]1[CH:5]=[CH:6][C:7]([C:10]2[CH:15]=[CH:14][C:13]([NH2:16])=[CH:12][CH:11]=2)=[CH:8][CH:9]=1)=[O:24]. The yield is 0.850. (2) The reactants are C1(C)C=CC(S(O[CH:11]([CH2:13]/[CH:14]=[CH:15]/[C:16]2[CH:17]=[N:18][CH:19]=[CH:20][CH:21]=2)[CH3:12])(=O)=O)=CC=1.[CH3:23][NH2:24]. The catalyst is C(O)C. The product is [CH3:23][NH:24][CH:11]([CH2:13]/[CH:14]=[CH:15]/[C:16]1[CH:17]=[N:18][CH:19]=[CH:20][CH:21]=1)[CH3:12]. The yield is 0.516. (3) The reactants are [C:1]([O:5][C:6]([N:8]1[CH2:13][CH2:12][N:11]([C:14]2[CH:19]=[C:18]([C:20]3[CH:25]=[CH:24][CH:23]=[CH:22][C:21]=3[CH3:26])[C:17]([C:27](=[O:30])[NH:28][CH3:29])=[CH:16][N:15]=2)[CH2:10][CH2:9]1)=[O:7])([CH3:4])([CH3:3])[CH3:2].C[Si](C)(C)[N-][Si](C)(C)C.[K+].[F:41][C:42]([F:56])([F:55])[C:43]1[CH:44]=[C:45]([CH:48]=[C:49]([C:51]([F:54])([F:53])[F:52])[CH:50]=1)[CH2:46]Br.[OH-].[Na+]. The catalyst is O1CCCC1.O. The product is [C:1]([O:5][C:6]([N:8]1[CH2:13][CH2:12][N:11]([C:14]2[CH:19]=[C:18]([C:20]3[CH:25]=[CH:24][CH:23]=[CH:22][C:21]=3[CH3:26])[C:17]([C:27](=[O:30])[N:28]([CH2:46][C:45]3[CH:48]=[C:49]([C:51]([F:53])([F:54])[F:52])[CH:50]=[C:43]([C:42]([F:41])([F:55])[F:56])[CH:44]=3)[CH3:29])=[CH:16][N:15]=2)[CH2:10][CH2:9]1)=[O:7])([CH3:4])([CH3:3])[CH3:2]. The yield is 0.708. (4) The reactants are Cl[C:2]([O:4][CH3:5])=[O:3].[F:6][C:7]1[CH:12]=[C:11]([F:13])[CH:10]=[CH:9][C:8]=1[C:14]1[CH:19]=[CH:18]C(O)=[C:16]([C:21]([NH:23][C:24]2[CH:29]=[CH:28][CH:27]=[C:26]([C:30]([F:33])([F:32])[F:31])[CH:25]=2)=[O:22])[CH:15]=1.Cl. The catalyst is O1CCCC1.N1C=CC=CC=1. The product is [F:6][C:7]1[CH:12]=[C:11]([F:13])[CH:10]=[CH:9][C:8]=1[C:14]1[CH:19]=[CH:18][C:5]2[O:4][C:2](=[O:3])[N:23]([C:24]3[CH:29]=[CH:28][CH:27]=[C:26]([C:30]([F:31])([F:32])[F:33])[CH:25]=3)[C:21](=[O:22])[C:16]=2[CH:15]=1. The yield is 0.130. (5) The reactants are [CH3:1][O:2][C:3](=[O:6])[CH2:4][NH2:5].[CH3:7][O:8][CH2:9][CH2:10][O:11][C:12]1[CH:13]=[C:14]([CH:17]=[CH:18][CH:19]=1)[CH:15]=O. No catalyst specified. The product is [CH3:7][O:8][CH2:9][CH2:10][O:11][C:12]1[CH:13]=[C:14]([CH:17]=[CH:18][CH:19]=1)[CH2:15][NH:5][CH2:4][C:3]([O:2][CH3:1])=[O:6]. The yield is 0.550. (6) The reactants are [C:1]([C:5]1[CH:10]=[CH:9][C:8]([C:11]2[N:15]([CH3:16])[N:14]=[C:13]([C:17](=[N:19][NH:20][C:21]([C:23]3[CH:32]=[CH:31][C:26]([C:27]([O:29]C)=[O:28])=[C:25]([OH:33])[CH:24]=3)=[O:22])[CH3:18])[C:12]=2[OH:34])=[CH:7][CH:6]=1)([CH3:4])([CH3:3])[CH3:2].CO.[OH-].[Na+].Cl. The catalyst is C1COCC1.O. The product is [C:1]([C:5]1[CH:10]=[CH:9][C:8]([C:11]2[N:15]([CH3:16])[N:14]=[C:13]([C:17](=[N:19][NH:20][C:21]([C:23]3[CH:32]=[CH:31][C:26]([C:27]([OH:29])=[O:28])=[C:25]([OH:33])[CH:24]=3)=[O:22])[CH3:18])[C:12]=2[OH:34])=[CH:7][CH:6]=1)([CH3:2])([CH3:3])[CH3:4]. The yield is 0.770.